Task: Predict the reaction yield, written as a fraction of the theoretical maximum amount of product (1.0 means a 100% yield; for example, 0.34 means a 34% yield).. Dataset: Reaction yield outcomes from USPTO patents with 853,638 reactions (1) The reactants are [C:1](=O)([O-])[O-].[K+].[K+].[CH3:7][O:8][C:9]1[CH:10]=[C:11]([CH2:17][C:18]([C:20]2[C:21]([O:32][CH3:33])=[C:22]3[C:27](=[CH:28][CH:29]=2)[O:26][C:25]([CH3:31])([CH3:30])[CH:24]=[CH:23]3)=[O:19])[CH:12]=[CH:13][C:14]=1[O:15][CH3:16].C=O. The catalyst is CN(C=O)C. The product is [CH3:7][O:8][C:9]1[CH:10]=[C:11]([C:17](=[CH2:1])[C:18]([C:20]2[C:21]([O:32][CH3:33])=[C:22]3[C:27](=[CH:28][CH:29]=2)[O:26][C:25]([CH3:31])([CH3:30])[CH:24]=[CH:23]3)=[O:19])[CH:12]=[CH:13][C:14]=1[O:15][CH3:16]. The yield is 0.870. (2) The product is [OH:2][C@@H:3]1[CH2:8][N:7]([C:22](=[O:23])[C:21]([F:32])([F:31])[F:20])[C@H:6]([C:9]([O:11][CH3:12])=[O:10])[CH2:5][CH2:4]1. The yield is 0.990. The reactants are Cl.[OH:2][C@@H:3]1[CH2:8][NH:7][C@H:6]([C:9]([O:11][CH3:12])=[O:10])[CH2:5][CH2:4]1.C(N(CC)CC)C.[F:20][C:21]([F:32])([F:31])[C:22](O[C:22](=[O:23])[C:21]([F:32])([F:31])[F:20])=[O:23].O. The catalyst is O1CCCC1. (3) The reactants are [C:1]1(=[O:10])[C:9]2[C:4](=[CH:5][CH:6]=[CH:7][CH:8]=2)[CH2:3][NH:2]1.Br[CH2:12][C:13]1[CH:18]=[CH:17][C:16]([O:19][C:20]([F:23])([F:22])[F:21])=[CH:15][CH:14]=1.C([O-])([O-])=O.[Cs+].[Cs+].C1OCCOCCOCCOCCOCCOC1. The catalyst is CC(C)=O.CCCCCC.C(OCC)(=O)C. The product is [F:21][C:20]([F:22])([F:23])[O:19][C:16]1[CH:17]=[CH:18][C:13]([CH2:12][N:2]2[CH2:3][C:4]3[C:9](=[CH:8][CH:7]=[CH:6][CH:5]=3)[C:1]2=[O:10])=[CH:14][CH:15]=1. The yield is 0.810. (4) The reactants are C[O:2][C:3]([C:5]1[C:6]([C:11]2[CH:16]=[CH:15][CH:14]=[CH:13][C:12]=2[Cl:17])=[N:7][O:8][C:9]=1[CH3:10])=[O:4].[OH-].[Na+]. The catalyst is CO. The product is [Cl:17][C:12]1[CH:13]=[CH:14][CH:15]=[CH:16][C:11]=1[C:6]1[C:5]([C:3]([OH:4])=[O:2])=[C:9]([CH3:10])[O:8][N:7]=1. The yield is 0.900.